From a dataset of Reaction yield outcomes from USPTO patents with 853,638 reactions. Predict the reaction yield, written as a fraction of the theoretical maximum amount of product (1.0 means a 100% yield; for example, 0.34 means a 34% yield). (1) The reactants are [Cl:1][C:2]1[CH:7]=[CH:6][C:5]([C:8]([C:10]2[CH:15]=[CH:14][C:13]([C:16]3[NH:20][C:19]4[CH:21]=[CH:22][C:23]([C:25]([NH2:27])=[O:26])=[CH:24][C:18]=4[N:17]=3)=[CH:12][CH:11]=2)=[CH2:9])=[CH:4][CH:3]=1.N#N. The catalyst is C(O)C.C(OCC)(=O)C. The product is [Cl:1][C:2]1[CH:7]=[CH:6][C:5]([CH:8]([C:10]2[CH:11]=[CH:12][C:13]([C:16]3[NH:20][C:19]4[CH:21]=[CH:22][C:23]([C:25]([NH2:27])=[O:26])=[CH:24][C:18]=4[N:17]=3)=[CH:14][CH:15]=2)[CH3:9])=[CH:4][CH:3]=1. The yield is 0.680. (2) The reactants are [As](C1C=CC=CC=1)(C1C=CC=CC=1)C1C=CC=CC=1.[Li+].[Cl-].[CH3:22][O:23][C:24]([C:26]1[CH:27]2[N:41]([CH3:42])[CH:30]([CH2:31][C:32]=1OS(C(F)(F)F)(=O)=O)[CH2:29][CH2:28]2)=[O:25].C[Sn]([Re:47]([CH:54]1[CH:58]=[CH:57][CH:56]=[CH:55]1)(=[C:52]=[O:53])(=[C:50]=[O:51])=[C:48]=[O:49])(C)C. The catalyst is CN1CCCC1=O.CCOC(C)=O.C1C=CC(/C=C/C(/C=C/C2C=CC=CC=2)=O)=CC=1.C1C=CC(/C=C/C(/C=C/C2C=CC=CC=2)=O)=CC=1.C1C=CC(/C=C/C(/C=C/C2C=CC=CC=2)=O)=CC=1.[Pd].[Pd]. The product is [C:24]([C:26]1[C@@H:27]2[N:41]([CH3:42])[C@H:30]([CH2:31][C:32]=1[Re:47](=[C:50]=[O:51])(=[C:48]=[O:49])(=[C:52]=[O:53])[CH:54]1[CH:55]=[CH:56][CH:57]=[CH:58]1)[CH2:29][CH2:28]2)([O:23][CH3:22])=[O:25]. The yield is 0.550. (3) The reactants are [C:1]([C:3]1[CH:4]=[CH:5][C:6]([CH3:12])=[C:7]([CH:11]=1)[C:8]([NH2:10])=[O:9])#[CH:2].Cl[C:14]1[C:19]([C:20]([F:23])([F:22])[F:21])=[CH:18][N:17]=[C:16]([NH:24][C:25]2[CH:30]=[CH:29][C:28]([N:31]3[CH2:36][CH2:35][N:34]([C:37]([O:39][C:40]([CH3:43])([CH3:42])[CH3:41])=[O:38])[CH2:33][CH2:32]3)=[CH:27][CH:26]=2)[N:15]=1.C1(P(C2C=CC=CC=2)C2C=CC=CC=2)C=CC=CC=1.C(N(CC)CC)C. The catalyst is CN(C=O)C.Cl[Pd](Cl)([P](C1C=CC=CC=1)(C1C=CC=CC=1)C1C=CC=CC=1)[P](C1C=CC=CC=1)(C1C=CC=CC=1)C1C=CC=CC=1.[Cu]I. The product is [C:8]([C:7]1[CH:11]=[C:3]([C:1]#[C:2][C:18]2[C:19]([C:20]([F:22])([F:21])[F:23])=[CH:14][N:15]=[C:16]([NH:24][C:25]3[CH:26]=[CH:27][C:28]([N:31]4[CH2:32][CH2:33][N:34]([C:37]([O:39][C:40]([CH3:43])([CH3:42])[CH3:41])=[O:38])[CH2:35][CH2:36]4)=[CH:29][CH:30]=3)[N:17]=2)[CH:4]=[CH:5][C:6]=1[CH3:12])(=[O:9])[NH2:10]. The yield is 0.690. (4) The reactants are [CH3:1][O:2][C:3](=[O:28])[NH:4][CH:5]([C:9]([N:11]1[CH2:15][CH2:14][CH2:13][CH:12]1[C:16]1[NH:17][C:18]([C:21]2[CH:26]=[CH:25][C:24]([Br:27])=[CH:23][CH:22]=2)=[CH:19][N:20]=1)=[O:10])[CH:6]([CH3:8])[CH3:7].[H-].[Na+].[CH3:31][Si:32]([CH2:35][CH2:36][O:37][CH2:38]Cl)([CH3:34])[CH3:33]. The catalyst is CN(C=O)C.[NH4+].[Cl-].CCOC(C)=O. The product is [CH3:1][O:2][C:3](=[O:28])[NH:4][CH:5]([C:9]([N:11]1[CH2:15][CH2:14][CH2:13][CH:12]1[C:16]1[N:17]([CH2:38][O:37][CH2:36][CH2:35][Si:32]([CH3:34])([CH3:33])[CH3:31])[C:18]([C:21]2[CH:22]=[CH:23][C:24]([Br:27])=[CH:25][CH:26]=2)=[CH:19][N:20]=1)=[O:10])[CH:6]([CH3:8])[CH3:7]. The yield is 0.710. (5) The reactants are [CH3:1][C:2]1[CH:7]=[C:6]([O:8][CH2:9][CH2:10][CH2:11][CH2:12][CH2:13][CH2:14][CH2:15][CH2:16][CH2:17][CH2:18][CH2:19][CH2:20][CH2:21][CH2:22][CH2:23][CH2:24][CH2:25][CH3:26])[CH:5]=[CH:4][C:3]=1[N+:27]([O-])=O.CO.Cl.C(=O)([O-])[O-].[K+].[K+]. The catalyst is [Fe].ClCCl.O.O1CCOCC1. The product is [CH3:1][C:2]1[CH:7]=[C:6]([O:8][CH2:9][CH2:10][CH2:11][CH2:12][CH2:13][CH2:14][CH2:15][CH2:16][CH2:17][CH2:18][CH2:19][CH2:20][CH2:21][CH2:22][CH2:23][CH2:24][CH2:25][CH3:26])[CH:5]=[CH:4][C:3]=1[NH2:27]. The yield is 0.820. (6) The reactants are Cl[CH2:2][CH2:3][O:4][C:5]1[C:13]2[C:8](=[N:9][CH:10]=[N:11][C:12]=2[NH:14][C:15]2[CH:20]=[CH:19][C:18]([O:21][CH2:22][C:23]3[CH:28]=[CH:27][CH:26]=[CH:25][N:24]=3)=[C:17]([Cl:29])[CH:16]=2)[NH:7][N:6]=1.[C:30]([N:33]1[CH2:38][CH2:37][NH:36][CH2:35][CH2:34]1)(=[O:32])[CH3:31]. No catalyst specified. The product is [C:30]([N:33]1[CH2:38][CH2:37][N:36]([CH2:2][CH2:3][O:4][C:5]2[C:13]3[C:8](=[N:9][CH:10]=[N:11][C:12]=3[NH:14][C:15]3[CH:20]=[CH:19][C:18]([O:21][CH2:22][C:23]4[CH:28]=[CH:27][CH:26]=[CH:25][N:24]=4)=[C:17]([Cl:29])[CH:16]=3)[NH:7][N:6]=2)[CH2:35][CH2:34]1)(=[O:32])[CH3:31]. The yield is 0.460. (7) The reactants are C(OC(=O)[NH:10][CH2:11][CH:12]1[CH2:16][C:15]2[CH:17]=[CH:18][CH:19]=[C:20]([C:21]3[CH:26]=[CH:25][CH:24]=[CH:23][C:22]=3[Cl:27])[C:14]=2[O:13]1)C1C=CC=CC=1.I[Si](C)(C)C. No catalyst specified. The product is [Cl:27][C:22]1[CH:23]=[CH:24][CH:25]=[CH:26][C:21]=1[C:20]1[C:14]2[O:13][CH:12]([CH2:11][NH2:10])[CH2:16][C:15]=2[CH:17]=[CH:18][CH:19]=1. The yield is 0.750. (8) The reactants are [C:1]([C:3]1[CH:8]=[CH:7][C:6]([Br:9])=[CH:5][C:4]=1[N+:10]([O-])=O)#[N:2].[H][H].C(OCC)(=[O:17])C. The catalyst is O.[Pt]=O. The product is [Br:9][C:6]1[CH:5]=[C:4]([NH2:10])[C:3](=[CH:8][CH:7]=1)[C:1]([NH2:2])=[O:17]. The yield is 0.650.